This data is from Full USPTO retrosynthesis dataset with 1.9M reactions from patents (1976-2016). The task is: Predict the reactants needed to synthesize the given product. (1) Given the product [N+:1]([C:7]1[CH:6]=[CH:5][C:10]2[CH2:11][CH2:12][C:13](=[O:16])[CH2:14][CH2:15][C:9]=2[CH:8]=1)([O-:4])=[O:2], predict the reactants needed to synthesize it. The reactants are: [N+:1]([O-:4])(O)=[O:2].[CH:5]1[C:10]2[CH2:11][CH2:12][C:13](=[O:16])[CH2:14][CH2:15][C:9]=2[CH:8]=[CH:7][CH:6]=1. (2) Given the product [N:1]([CH2:4][CH:5]1[NH:10][C:9]2[C:11]([C:19]3[CH:20]=[CH:21][CH:22]=[CH:23][C:18]=3[F:17])=[CH:12][C:13]([Cl:15])=[CH:14][C:8]=2[O:7][CH2:6]1)=[N+:2]=[N-:3], predict the reactants needed to synthesize it. The reactants are: [N:1]([CH2:4][CH:5]1[NH:10][C:9]2[C:11](Br)=[CH:12][C:13]([Cl:15])=[CH:14][C:8]=2[O:7][CH2:6]1)=[N+:2]=[N-:3].[F:17][C:18]1[CH:23]=[CH:22][CH:21]=[CH:20][C:19]=1B(O)O. (3) Given the product [Cl:1][C:2]1[N:3]=[CH:4][C:5]2[C:10]([CH:17]([CH3:19])[CH3:18])=[CH:9][N:8]([CH:11]3[CH2:15][CH2:14][CH2:13][CH2:12]3)[C:6]=2[N:7]=1, predict the reactants needed to synthesize it. The reactants are: [Cl:1][C:2]1[N:3]=[CH:4][C:5]2[CH:10]=[CH:9][N:8]([CH:11]3[CH2:15][CH2:14][CH2:13][CH2:12]3)[C:6]=2[N:7]=1.Cl[CH:17]([CH3:19])[CH3:18].ClC1N=CC2C(C(=O)C)=CN(C3CCCC3)C=2N=1. (4) Given the product [OH:42][C:34]1[CH:33]=[CH:32][C:31]([C@@H:29]([OH:30])[CH2:28][NH:8][C@@H:9]([CH2:12][C:13]2[CH:14]=[CH:15][C:16]([S:19]([C:22]3[CH:27]=[CH:26][CH:25]=[CH:24][CH:23]=3)(=[O:20])=[O:21])=[CH:17][CH:18]=2)[CH2:10][OH:11])=[CH:36][C:35]=1[NH:37][S:38]([CH3:41])(=[O:40])=[O:39], predict the reactants needed to synthesize it. The reactants are: C([N:8]([CH2:28][C@@H:29]([C:31]1[CH:32]=[CH:33][C:34]([O:42]CC2C=CC=CC=2)=[C:35]([NH:37][S:38]([CH3:41])(=[O:40])=[O:39])[CH:36]=1)[OH:30])[C@@H:9]([CH2:12][C:13]1[CH:18]=[CH:17][C:16]([S:19]([C:22]2[CH:27]=[CH:26][CH:25]=[CH:24][CH:23]=2)(=[O:21])=[O:20])=[CH:15][CH:14]=1)[CH2:10][OH:11])C1C=CC=CC=1.[H][H].